Dataset: Catalyst prediction with 721,799 reactions and 888 catalyst types from USPTO. Task: Predict which catalyst facilitates the given reaction. (1) Reactant: [H-].[Na+].[Cl:3][C:4]1[C:5]2[NH:16][CH:15]=[C:14]([I:17])[C:6]=2[N:7]=[C:8]([CH2:10][CH2:11][CH2:12][CH3:13])[N:9]=1.Cl[CH2:19][O:20][CH2:21][C:22]1[CH:27]=[CH:26][CH:25]=[CH:24][CH:23]=1. Product: [CH2:21]([O:20][CH2:19][N:16]1[C:5]2[C:4]([Cl:3])=[N:9][C:8]([CH2:10][CH2:11][CH2:12][CH3:13])=[N:7][C:6]=2[C:14]([I:17])=[CH:15]1)[C:22]1[CH:27]=[CH:26][CH:25]=[CH:24][CH:23]=1. The catalyst class is: 3. (2) Reactant: [O:1]1[C:5]2[CH:6]=[CH:7][CH:8]=[CH:9][C:4]=2[N:3]=[C:2]1[CH:10]([OH:22])[C@@H:11]([NH:14]C(=O)OC(C)(C)C)[CH2:12][CH3:13].[ClH:23]. Product: [ClH:23].[ClH:23].[NH2:14][C@@H:11]([CH2:12][CH3:13])[CH:10]([C:2]1[O:1][C:5]2[CH:6]=[CH:7][CH:8]=[CH:9][C:4]=2[N:3]=1)[OH:22]. The catalyst class is: 12. (3) Reactant: [NH2:1][C:2]1[CH:7]=[C:6](Br)[CH:5]=[CH:4][C:3]=1[N:9]1[CH2:14][CH2:13][N:12]([C:15](=[O:17])[CH3:16])[CH2:11][CH2:10]1.[B:18]1([B:18]2[O:22][C:21]([CH3:24])([CH3:23])[C:20]([CH3:26])([CH3:25])[O:19]2)[O:22][C:21]([CH3:24])([CH3:23])[C:20]([CH3:26])([CH3:25])[O:19]1.CC([O-])=O.[K+].C(Cl)Cl. Product: [NH2:1][C:2]1[CH:7]=[C:6]([B:18]2[O:22][C:21]([CH3:24])([CH3:23])[C:20]([CH3:26])([CH3:25])[O:19]2)[CH:5]=[CH:4][C:3]=1[N:9]1[CH2:14][CH2:13][N:12]([C:15](=[O:17])[CH3:16])[CH2:11][CH2:10]1. The catalyst class is: 12. (4) Product: [C:1]([C:5]1[CH:6]=[CH:7][C:8]2[N:9]([CH:11]=[C:12]([C@@H:14]3[C@@H:15]([CH3:19])[C:16](=[O:18])[N:17]3[C:20]([O:22][C:23]([CH3:26])([CH3:25])[CH3:24])=[O:21])[N:13]=2)[CH:10]=1)([CH3:4])([CH3:2])[CH3:3]. Reactant: [C:1]([C:5]1[CH:6]=[CH:7][C:8]2[N:9]([CH:11]=[C:12]([C@H:14]3[NH:17][C:16](=[O:18])[C@@H:15]3[CH3:19])[N:13]=2)[CH:10]=1)([CH3:4])([CH3:3])[CH3:2].[C:20](O[C:20]([O:22][C:23]([CH3:26])([CH3:25])[CH3:24])=[O:21])([O:22][C:23]([CH3:26])([CH3:25])[CH3:24])=[O:21].C(N(CC)CC)C. The catalyst class is: 527. (5) Reactant: [CH2:1]([O:8][CH2:9][C:10]1([C:22]([O:24]C)=[O:23])[CH2:14][CH2:13][CH2:12][N:11]1[C:15]([O:17][C:18]([CH3:21])([CH3:20])[CH3:19])=[O:16])[C:2]1[CH:7]=[CH:6][CH:5]=[CH:4][CH:3]=1.[OH-].[Na+]. Product: [CH2:1]([O:8][CH2:9][C:10]1([C:22]([OH:24])=[O:23])[CH2:14][CH2:13][CH2:12][N:11]1[C:15]([O:17][C:18]([CH3:19])([CH3:20])[CH3:21])=[O:16])[C:2]1[CH:3]=[CH:4][CH:5]=[CH:6][CH:7]=1. The catalyst class is: 5. (6) The catalyst class is: 4. Reactant: [C:1]1([CH3:11])[CH:6]=[CH:5][C:4]([S:7](Cl)(=[O:9])=[O:8])=[CH:3][CH:2]=1.[C:12]([O:16][C:17]([N:19]1[CH2:24][CH2:23][N:22]([C:25]2[C:26]([C:30]3[CH:35]=[C:34]([Cl:36])[C:33]([O:37][CH2:38][C:39]4[CH:44]=[CH:43][CH:42]=[CH:41][CH:40]=4)=[CH:32][C:31]=3[O:45][CH2:46][C:47]3[CH:52]=[CH:51][CH:50]=[CH:49][CH:48]=3)=[N:27][NH:28][CH:29]=2)[CH2:21][CH2:20]1)=[O:18])([CH3:15])([CH3:14])[CH3:13].N1C=CC=CC=1. Product: [C:12]([O:16][C:17]([N:19]1[CH2:24][CH2:23][N:22]([C:25]2[C:26]([C:30]3[CH:35]=[C:34]([Cl:36])[C:33]([O:37][CH2:38][C:39]4[CH:40]=[CH:41][CH:42]=[CH:43][CH:44]=4)=[CH:32][C:31]=3[O:45][CH2:46][C:47]3[CH:52]=[CH:51][CH:50]=[CH:49][CH:48]=3)=[N:27][N:28]([S:7]([C:4]3[CH:5]=[CH:6][C:1]([CH3:11])=[CH:2][CH:3]=3)(=[O:9])=[O:8])[CH:29]=2)[CH2:21][CH2:20]1)=[O:18])([CH3:15])([CH3:13])[CH3:14]. (7) Reactant: [CH3:1][CH:2]([OH:105])[CH2:3][O:4][CH2:5][C@H:6]1[O:11][C@@H:10]2[O:12][C@H:13]3[C@H:18]([OH:19])[C@@H:17]([OH:20])[C@@H:16]([O:21][C@H:22]4[C@H:27]([OH:28])[C@@H:26]([OH:29])[C@@H:25]([O:30][C@H:31]5[C@H:36]([OH:37])[C@@H:35]([OH:38])[C@@H:34]([O:39][C@H:40]6[C@H:45]([OH:46])[C@@H:44]([OH:47])[C@@H:43]([O:48][C@H:49]7[C@H:54]([OH:55])[C@@H:53]([OH:56])[C@@H:52]([O:57][C@H:58]8[C@H:64]([OH:65])[C@@H:63]([OH:66])[C@@H:61]([O:62][C@H:7]1[C@H:8]([OH:104])[C@H:9]2[OH:103])[O:60][C@@H:59]8[CH2:67][O:68][CH2:69][CH:70]([OH:72])[CH3:71])[O:51][C@@H:50]7[CH2:73][O:74][CH2:75][CH:76]([OH:78])[CH3:77])[O:42][C@@H:41]6[CH2:79][O:80][CH2:81][CH:82]([OH:84])[CH3:83])[O:33][C@@H:32]5[CH2:85][O:86][CH2:87][CH:88]([OH:90])[CH3:89])[O:24][C@@H:23]4[CH2:91][O:92][CH2:93][CH:94]([OH:96])[CH3:95])[O:15][C@@H:14]3[CH2:97][O:98][CH2:99][CH:100]([OH:102])[CH3:101].[CH3:106][N:107]([CH2:114][CH2:115][O:116][C:117]1[CH:130]=[CH:129][C:120]([CH2:121][CH:122]2[S:126][C:125](=[O:127])[NH:124][C:123]2=[O:128])=[CH:119][CH:118]=1)[C:108]1[CH:113]=[CH:112][CH:111]=[CH:110][N:109]=1.O1CCCC1. Product: [CH3:106][N:107]([CH2:114][CH2:115][O:116][C:117]1[CH:130]=[CH:129][C:120]([CH2:121][CH:122]2[S:126][C:125](=[O:127])[NH:124][C:123]2=[O:128])=[CH:119][CH:118]=1)[C:108]1[CH:113]=[CH:112][CH:111]=[CH:110][N:109]=1.[CH3:71][CH:70]([OH:72])[CH2:69][O:68][CH2:67][C@H:59]1[O:60][C@@H:61]2[O:62][C@H:7]3[C@H:8]([OH:104])[C@@H:9]([OH:103])[C@@H:10]([O:12][C@H:13]4[C@H:18]([OH:19])[C@@H:17]([OH:20])[C@@H:16]([O:21][C@H:22]5[C@H:27]([OH:28])[C@@H:26]([OH:29])[C@@H:25]([O:30][C@H:31]6[C@H:36]([OH:37])[C@@H:35]([OH:38])[C@@H:34]([O:39][C@H:40]7[C@H:45]([OH:46])[C@@H:44]([OH:47])[C@@H:43]([O:48][C@H:49]8[C@H:54]([OH:55])[C@@H:53]([OH:56])[C@@H:52]([O:57][C@H:58]1[C@H:64]([OH:65])[C@H:63]2[OH:66])[O:51][C@@H:50]8[CH2:73][O:74][CH2:75][CH:76]([OH:78])[CH3:77])[O:42][C@@H:41]7[CH2:79][O:80][CH2:81][CH:82]([OH:84])[CH3:83])[O:33][C@@H:32]6[CH2:85][O:86][CH2:87][CH:88]([OH:90])[CH3:89])[O:24][C@@H:23]5[CH2:91][O:92][CH2:93][CH:94]([OH:96])[CH3:95])[O:15][C@@H:14]4[CH2:97][O:98][CH2:99][CH:100]([OH:102])[CH3:101])[O:11][C@@H:6]3[CH2:5][O:4][CH2:3][CH:2]([OH:105])[CH3:1]. The catalyst class is: 6.